From a dataset of B-cell epitopes from IEDB database with 3,159 antigens for binding position prediction. Token-level Classification. Given an antigen amino acid sequence, predict which amino acid positions are active epitope sites capable of antibody binding. Output is a list of indices for active positions. Given the antigen sequence: MEPWPLLLLFSLCSAGLVLGSEHETRLVAKLFKDYSSVVRPVEDHRQVVEVTVGLQLIQLINVDEVNQIVTTNVRLKQGDMVDLPRPSCVTLGVPLFSHLQNEQWVDYNLKWNPDDYGGVKKIHIPSEKIWRPDLVLYNNADGDFAIVKFTKVLLQYTGHITWTPPAIFKSYCEIIVTHFPFDEQNCSMKLGTWTYDGSVVAINPESDQPDLSNFMESGEWVIKESRGWKHSVTYSCCPDTPYLDITYHFVMQRLPLYFIVNVIIPCLLFSFLTGLVFYLPTDSGEKMTLSISVLLSLTVFLLVIVELIPSTSSAVPLIGKYMLFTMVFVIASIIITVIVINTHHRSPSTHVMPNWVRKVFIDTIPNIMFFSTMKRPSREKQDKKIFTEDIDISDISGKPGPPPMGFHSPLIKHPEVKSAIEGIKYIAETMKSDQESNNAAAEWKYVAMVMDHILLGVFMLVCIIGTLAVFAGRLIELNQQG, which amino acid positions are active epitope sites? The epitope positions are: [173, 174, 175, 176, 177, 178, 179, 180, 181, 182, 183, 184, 185, 186, 187, 188]. The amino acids at these positions are: EIIVTHFPFDEQNCSM.